From a dataset of Forward reaction prediction with 1.9M reactions from USPTO patents (1976-2016). Predict the product of the given reaction. (1) The product is: [CH3:1][N:2]1[C:10]2[C:5](=[CH:6][CH:7]=[CH:8][CH:9]=2)[CH:4]=[C:3]1[C:11]([NH:14][C@H:15]([C:23]([NH:25][C@@H:26]([OH:54])[CH2:27][C:28](=[N:34][NH:35][C:36]([NH2:38])=[O:37])[O:29][C:30]([CH3:33])([CH3:32])[CH3:31])=[O:24])[CH2:16][C:17]1[CH:22]=[CH:21][CH:20]=[CH:19][CH:18]=1)=[O:13]. Given the reactants [CH3:1][N:2]1[C:10]2[C:5](=[CH:6][CH:7]=[CH:8][CH:9]=2)[CH:4]=[C:3]1[C:11]([OH:13])=O.[NH2:14][C@H:15]([C:23]([NH:25][C@H:26](C=O)[CH2:27][C:28](=[N:34][NH:35][C:36]([NH2:38])=[O:37])[O:29][C:30]([CH3:33])([CH3:32])[CH3:31])=[O:24])[CH2:16][C:17]1[CH:22]=[CH:21][CH:20]=[CH:19][CH:18]=1.CCN=C=NCCCN(C)C.CC[O:54]CC, predict the reaction product. (2) The product is: [CH2:46]([O:49][C:26]1[CH:27]=[CH:28][C:23]([N:17]2[C:18]([CH2:19][CH2:20][CH2:21][CH3:22])=[C:14]([C:11]3[CH:12]=[CH:13][C:8]([C:6]([O:5][C:1]([CH3:3])([CH3:4])[CH3:2])=[O:7])=[CH:9][C:10]=3[C:34]([N:36]3[CH2:45][CH2:44][C:43]4[C:38](=[CH:39][CH:40]=[CH:41][CH:42]=4)[CH2:37]3)=[O:35])[C:15]([C:29]([O:31][CH2:32][CH3:33])=[O:30])=[N:16]2)=[CH:24][CH:25]=1)[CH:47]=[CH2:48]. Given the reactants [C:1]([O:5][C:6]([C:8]1[CH:13]=[CH:12][C:11]([C:14]2[C:15]([C:29]([O:31][CH2:32][CH3:33])=[O:30])=[N:16][N:17]([C:23]3[CH:28]=[CH:27][CH:26]=[CH:25][CH:24]=3)[C:18]=2[CH2:19][CH2:20][CH2:21][CH3:22])=[C:10]([C:34]([N:36]2[CH2:45][CH2:44][C:43]3[C:38](=[CH:39][CH:40]=[CH:41][CH:42]=3)[CH2:37]2)=[O:35])[CH:9]=1)=[O:7])([CH3:4])([CH3:3])[CH3:2].[CH2:46]([O:49]C1C=CC(N/N=C/C(OCC)=O)=CC=1)[CH:47]=[CH2:48].[N+](C(CCCC)=CC1C=CC(C(OC(C)(C)C)=O)=CC=1C(N1CCC2C(=CC=CC=2)C1)=O)([O-])=O, predict the reaction product. (3) The product is: [CH:23]1[C:24]2[C:19](=[CH:18][CH:17]=[CH:16][CH:15]=2)[CH:20]=[CH:21][C:22]=1[CH2:25][N:12]1[CH:13]=[C:9]([B:4]2[O:5][C:6]([CH3:7])([CH3:8])[C:2]([CH3:14])([CH3:1])[O:3]2)[CH:10]=[N:11]1. Given the reactants [CH3:1][C:2]1([CH3:14])[C:6]([CH3:8])([CH3:7])[O:5][B:4]([C:9]2[CH:10]=[N:11][NH:12][CH:13]=2)[O:3]1.[CH:15]1[C:24]2[C:19](=[CH:20][CH:21]=[CH:22][CH:23]=2)[CH:18]=[CH:17][CH:16]=1.[C:25](#N)C.C(=O)([O-])[O-].[Cs+].[Cs+], predict the reaction product. (4) Given the reactants C(NC(C)C)(C)C.C([Li])CCC.[S:13]1[CH2:18][CH2:17][C:16](=[O:19])[CH2:15][CH2:14]1.[F:20][C:21]([F:40])([F:39])[S:22](N(C1C=CC=CC=1)[S:22]([C:21]([F:40])([F:39])[F:20])(=[O:24])=[O:23])(=[O:24])=[O:23], predict the reaction product. The product is: [F:20][C:21]([F:40])([F:39])[S:22]([O:19][C:16]1[CH2:15][CH2:14][S:13][CH2:18][CH:17]=1)(=[O:24])=[O:23]. (5) Given the reactants [NH2:1][C:2]1[N:10]=[CH:9][CH:8]=[CH:7][C:3]=1[C:4]([OH:6])=O.[Cl-].[NH4+].[O-:13][C:14]#[N:15].[K+], predict the reaction product. The product is: [NH:1]1[C:2]2[N:10]=[CH:9][CH:8]=[CH:7][C:3]=2[C:4](=[O:6])[NH:15][C:14]1=[O:13]. (6) Given the reactants Cl[C:2]1[C:3]([F:12])=[C:4]([CH:8]=[CH:9][C:10]=1[F:11])[C:5]([OH:7])=[O:6].[CH:13]#[C:14][CH2:15][CH2:16][CH2:17][CH2:18][CH2:19][CH2:20][CH2:21][CH3:22].C1(P(C2CCCCC2)C2C=CC=CC=2C2C(C(C)C)=CC(S([O-])(=O)=O)=CC=2C(C)C)CCCCC1.[Na+].C([O-])([O-])=O.[Cs+].[Cs+], predict the reaction product. The product is: [C:13]([C:2]1[C:3]([F:12])=[C:4]([CH:8]=[CH:9][C:10]=1[F:11])[C:5]([OH:7])=[O:6])#[C:14][CH2:15][CH2:16][CH2:17][CH2:18][CH2:19][CH2:20][CH2:21][CH3:22]. (7) Given the reactants NC[CH2:42][NH:41][C:40]([C:36]1[NH:37][C:38]2[C:34]([CH:35]=1)=[CH:33][CH:32]=[C:31]([NH:30][C:28](C1NC3C(C=1)=CC([C:28]([NH:30][C:31]1[CH:39]=[C:38]4[C:34]([CH:35]=[C:36]([C:40](=[O:45])[NH:41][CH2:42]CN)[NH:37]4)=[CH:33][CH:32]=1)=[O:29])=CC=3)=[O:29])[CH:39]=2)=[O:45].[CH2:46]([NH2:50])[CH2:47][CH2:48][NH2:49], predict the reaction product. The product is: [NH2:49][CH2:48][CH2:47][CH2:46][NH:50][C:40]([C:36]1[NH:49][C:48]2[C:34]([CH:35]=1)=[CH:33][CH:32]=[C:46]([NH:50][C:40]([C:36]1[NH:37][C:38]3[C:34]([CH:35]=1)=[CH:33][C:32]([C:28]([NH:30][C:31]1[CH:39]=[C:38]4[C:34]([CH:35]=[C:36]([C:40](=[O:45])[NH:41][CH2:42][CH2:39][CH2:31][NH2:30])[NH:37]4)=[CH:33][CH:32]=1)=[O:29])=[CH:31][CH:39]=3)=[O:45])[CH:47]=2)=[O:45].